This data is from Merck oncology drug combination screen with 23,052 pairs across 39 cell lines. The task is: Regression. Given two drug SMILES strings and cell line genomic features, predict the synergy score measuring deviation from expected non-interaction effect. (1) Drug 1: O=C(CCCCCCC(=O)Nc1ccccc1)NO. Drug 2: Cn1nnc2c(C(N)=O)ncn2c1=O. Cell line: SW837. Synergy scores: synergy=10.9. (2) Drug 1: CCN(CC)CCNC(=O)c1c(C)[nH]c(C=C2C(=O)Nc3ccc(F)cc32)c1C. Drug 2: Cn1cc(-c2cnn3c(N)c(Br)c(C4CCCNC4)nc23)cn1. Cell line: UWB1289BRCA1. Synergy scores: synergy=-23.0. (3) Synergy scores: synergy=12.8. Cell line: OCUBM. Drug 2: Cn1cc(-c2cnn3c(N)c(Br)c(C4CCCNC4)nc23)cn1. Drug 1: CC1(c2nc3c(C(N)=O)cccc3[nH]2)CCCN1. (4) Drug 1: O=C(NOCC(O)CO)c1ccc(F)c(F)c1Nc1ccc(I)cc1F. Drug 2: Cn1cc(-c2cnn3c(N)c(Br)c(C4CCCNC4)nc23)cn1. Cell line: HT144. Synergy scores: synergy=-176. (5) Drug 1: CC1(c2nc3c(C(N)=O)cccc3[nH]2)CCCN1. Drug 2: CCc1cnn2c(NCc3ccc[n+]([O-])c3)cc(N3CCCCC3CCO)nc12. Cell line: SKOV3. Synergy scores: synergy=5.23. (6) Drug 1: O=S1(=O)NC2(CN1CC(F)(F)F)C1CCC2Cc2cc(C=CCN3CCC(C(F)(F)F)CC3)ccc2C1. Drug 2: O=P1(N(CCCl)CCCl)NCCCO1. Cell line: LOVO. Synergy scores: synergy=-10.1.